This data is from Reaction yield outcomes from USPTO patents with 853,638 reactions. The task is: Predict the reaction yield, written as a fraction of the theoretical maximum amount of product (1.0 means a 100% yield; for example, 0.34 means a 34% yield). (1) The reactants are Br[C:2]1[N:3]([CH2:21][C:22]([O:24][C:25]([CH3:28])([CH3:27])[CH3:26])=[O:23])[C:4]2[C:9]([C:10]=1[CH:11]1[CH2:16][CH2:15][CH2:14][CH2:13][CH2:12]1)=[CH:8][CH:7]=[C:6]([C:17]([O:19][CH3:20])=[O:18])[CH:5]=2.[CH3:29][O:30][C:31]1[CH:36]=[CH:35][C:34](B(O)O)=[CH:33][CH:32]=1.C([O-])([O-])=O.[Na+].[Na+]. The catalyst is COCCOC.CCO.CCOC(C)=O.[Cl-].[Na+].O.C1C=CC([P]([Pd]([P](C2C=CC=CC=2)(C2C=CC=CC=2)C2C=CC=CC=2)([P](C2C=CC=CC=2)(C2C=CC=CC=2)C2C=CC=CC=2)[P](C2C=CC=CC=2)(C2C=CC=CC=2)C2C=CC=CC=2)(C2C=CC=CC=2)C2C=CC=CC=2)=CC=1. The product is [C:25]([O:24][C:22](=[O:23])[CH2:21][N:3]1[C:4]2[C:9](=[CH:8][CH:7]=[C:6]([C:17]([O:19][CH3:20])=[O:18])[CH:5]=2)[C:10]([CH:11]2[CH2:16][CH2:15][CH2:14][CH2:13][CH2:12]2)=[C:2]1[C:34]1[CH:35]=[CH:36][C:31]([O:30][CH3:29])=[CH:32][CH:33]=1)([CH3:28])([CH3:27])[CH3:26]. The yield is 0.810. (2) The reactants are [N+:1]([C:4]1[CH:9]=[CH:8][C:7]([CH2:10][C:11](=[S:13])[NH2:12])=[CH:6][CH:5]=1)([O-:3])=[O:2].Cl[CH:15]([C:17](=O)[CH3:18])[CH3:16]. The catalyst is C(O)(C)(C)C. The product is [CH3:16][C:15]1[N:12]=[C:11]([CH2:10][C:7]2[CH:6]=[CH:5][C:4]([N+:1]([O-:3])=[O:2])=[CH:9][CH:8]=2)[S:13][C:17]=1[CH3:18]. The yield is 0.470. (3) The reactants are [C:1]([C:3]1[C:4]([CH:14]2[CH2:17][CH2:16][CH2:15]2)=[CH:5][C:6]([CH3:13])=[C:7]([CH:12]=1)[C:8]([O:10][CH3:11])=[O:9])#[N:2].C(=O)([O-])[O-:19].[K+].[K+].OO.OP(O)(O)=O. The catalyst is [Cl-].[Na+].O.CS(C)=O. The product is [C:1]([C:3]1[C:4]([CH:14]2[CH2:15][CH2:16][CH2:17]2)=[CH:5][C:6]([CH3:13])=[C:7]([CH:12]=1)[C:8]([O:10][CH3:11])=[O:9])(=[O:19])[NH2:2]. The yield is 0.550. (4) The reactants are [CH:1](=O)[C:2]1[CH:7]=[CH:6][CH:5]=[CH:4][CH:3]=1.[CH2:9]([SH:13])[CH2:10][CH2:11][SH:12].B(F)(F)F.CCOCC. The catalyst is C(Cl)Cl. The product is [C:2]1([CH:1]2[S:13][CH2:9][CH2:10][CH2:11][S:12]2)[CH:7]=[CH:6][CH:5]=[CH:4][CH:3]=1. The yield is 0.870. (5) The reactants are [NH:1]1[CH:5]=[C:4]([C:6]2[C:7]3[CH:14]=[CH:13][N:12]([CH2:15][O:16][CH2:17][CH2:18][Si:19]([CH3:22])([CH3:21])[CH3:20])[C:8]=3[N:9]=[CH:10][N:11]=2)[CH:3]=[N:2]1.[CH:23]1(/[CH:28]=[CH:29]/[C:30]([O:32][CH3:33])=[O:31])[CH2:27][CH2:26][CH2:25][CH2:24]1.C1CCN2C(=NCCC2)CC1. The catalyst is C(#N)C. The product is [CH:23]1([CH:28]([N:1]2[CH:5]=[C:4]([C:6]3[C:7]4[CH:14]=[CH:13][N:12]([CH2:15][O:16][CH2:17][CH2:18][Si:19]([CH3:22])([CH3:21])[CH3:20])[C:8]=4[N:9]=[CH:10][N:11]=3)[CH:3]=[N:2]2)[CH2:29][C:30]([O:32][CH3:33])=[O:31])[CH2:27][CH2:26][CH2:25][CH2:24]1. The yield is 0.630. (6) The reactants are C[O:2][C:3](=[O:15])[CH:4]([C:6]1[CH:14]=[CH:13][C:9]2[N:10]=[CH:11][S:12][C:8]=2[CH:7]=1)[CH3:5].[OH-].[Na+]. The catalyst is C(OCC)(=O)C. The product is [S:12]1[C:8]2[CH:7]=[C:6]([CH:4]([CH3:5])[C:3]([OH:15])=[O:2])[CH:14]=[CH:13][C:9]=2[N:10]=[CH:11]1. The yield is 0.692. (7) The reactants are [NH2:1][C:2]1[CH:7]=[N:6][C:5](Br)=[CH:4][N:3]=1.[OH:9][C:10]1[CH:15]=[CH:14][CH:13]=[CH:12][C:11]=1B(O)O.C(#N)C.C(=O)(O)[O-].[Na+]. The product is [OH:9][C:10]1[CH:15]=[CH:14][CH:13]=[CH:12][C:11]=1[C:5]1[N:6]=[CH:7][C:2]([NH2:1])=[N:3][CH:4]=1. The catalyst is Cl[Pd](Cl)([P](C1C=CC=CC=1)(C1C=CC=CC=1)C1C=CC=CC=1)[P](C1C=CC=CC=1)(C1C=CC=CC=1)C1C=CC=CC=1.O.C(OCC)(=O)C. The yield is 0.320. (8) The reactants are [O:1]([C:8]1[CH:14]=[CH:13][C:11]([NH2:12])=[CH:10][CH:9]=1)[C:2]1[CH:7]=[CH:6][CH:5]=[CH:4][CH:3]=1.[C:15]([O:19][C:20]([N:22]1[CH2:28][CH2:27][CH2:26][C@@H:23]1[CH:24]=O)=[O:21])([CH3:18])([CH3:17])[CH3:16].C(O[BH-](OC(=O)C)OC(=O)C)(=O)C.[Na+].C(O)(=O)C. The catalyst is ClC(Cl)C.C([O-])(O)=O.[Na+]. The product is [C:15]([O:19][C:20]([N:22]1[CH2:28][CH2:27][CH2:26][C@@H:23]1[CH2:24][NH:12][C:11]1[CH:10]=[CH:9][C:8]([O:1][C:2]2[CH:3]=[CH:4][CH:5]=[CH:6][CH:7]=2)=[CH:14][CH:13]=1)=[O:21])([CH3:18])([CH3:16])[CH3:17]. The yield is 0.780.